Dataset: Full USPTO retrosynthesis dataset with 1.9M reactions from patents (1976-2016). Task: Predict the reactants needed to synthesize the given product. (1) Given the product [NH2:19][C:10]1[C:9]2[N:8]=[C:7]([C:20]3[CH:25]=[CH:24][CH:23]=[CH:22][CH:21]=3)[N:6]([CH2:5][CH2:4][CH2:3][CH2:2][NH:1][C:27](=[O:34])[C:28]3[CH:33]=[CH:32][CH:31]=[N:30][CH:29]=3)[C:18]=2[C:17]2[CH:16]=[CH:15][CH:14]=[CH:13][C:12]=2[N:11]=1, predict the reactants needed to synthesize it. The reactants are: [NH2:1][CH2:2][CH2:3][CH2:4][CH2:5][N:6]1[C:18]2[C:17]3[CH:16]=[CH:15][CH:14]=[CH:13][C:12]=3[N:11]=[C:10]([NH2:19])[C:9]=2[N:8]=[C:7]1[C:20]1[CH:25]=[CH:24][CH:23]=[CH:22][CH:21]=1.Cl.[C:27](Cl)(=[O:34])[C:28]1[CH:33]=[CH:32][CH:31]=[N:30][CH:29]=1. (2) Given the product [OH:1][C@@:2]([C@H:11]1[O:16][CH2:15][CH2:14][N:13]([C:17]2[CH:22]=[CH:21][CH:20]=[C:19]([C:33]3[CH:38]=[CH:37][N:36]=[N:35][CH:34]=3)[N:18]=2)[C:12]1=[O:24])([CH3:10])[C:3]([O:5][C:6]([CH3:9])([CH3:8])[CH3:7])=[O:4], predict the reactants needed to synthesize it. The reactants are: [OH:1][C@@:2]([C@H:11]1[O:16][CH2:15][CH2:14][N:13]([C:17]2[CH:22]=[CH:21][CH:20]=[C:19](I)[N:18]=2)[C:12]1=[O:24])([CH3:10])[C:3]([O:5][C:6]([CH3:9])([CH3:8])[CH3:7])=[O:4].CC1(C)C(C)(C)OB([C:33]2[CH:38]=[CH:37][N:36]=[N:35][CH:34]=2)O1.C([O-])([O-])=O.[Na+].[Na+].C1COCC1. (3) Given the product [CH2:1]([O:3][C:4]1[CH:13]=[CH:12][C:7]2[N:8]([CH2:38][C:29]([OH:28])=[O:44])[C:9](=[N:11][C:19](=[O:20])[C:18]3[CH:22]=[CH:23][CH:24]=[C:16]([C:15]([F:26])([F:25])[F:14])[CH:17]=3)[S:10][C:6]=2[CH:5]=1)[CH3:2], predict the reactants needed to synthesize it. The reactants are: [CH2:1]([O:3][C:4]1[CH:13]=[CH:12][C:7]2[N:8]=[C:9]([NH2:11])[S:10][C:6]=2[CH:5]=1)[CH3:2].[F:14][C:15]([F:26])([F:25])[C:16]1[CH:17]=[C:18]([CH:22]=[CH:23][CH:24]=1)[C:19](Cl)=[O:20].C[O:28][C:29]1[CH:38]=CC2N=C(N)SC=2C=1.ClC1C=C(C=CC=1)C(Cl)=[O:44]. (4) Given the product [Cl:15][CH:10]([C:8]1[CH:7]=[CH:6][C:5]2[O:1][CH2:2][O:3][C:4]=2[CH:9]=1)[CH3:11], predict the reactants needed to synthesize it. The reactants are: [O:1]1[C:5]2[CH:6]=[CH:7][C:8]([CH:10](O)[CH3:11])=[CH:9][C:4]=2[O:3][CH2:2]1.S(Cl)([Cl:15])=O.